This data is from Forward reaction prediction with 1.9M reactions from USPTO patents (1976-2016). The task is: Predict the product of the given reaction. (1) The product is: [CH3:2][C:1]1[O:3][C:6]([C:7]([O:9][CH2:10][CH3:11])=[O:8])=[C:12]([CH3:14])[N:4]=1. Given the reactants [C:1]([NH2:4])(=[O:3])[CH3:2].Cl[CH:6]([C:12]([CH3:14])=O)[C:7]([O:9][CH2:10][CH3:11])=[O:8].O, predict the reaction product. (2) Given the reactants I[C:2]1[CH:3]=[C:4]([C:20]([NH:22][CH2:23][C:24]2[CH:29]=[CH:28][C:27]([S:30]([CH3:33])(=[O:32])=[O:31])=[CH:26][CH:25]=2)=[O:21])[C:5](=[O:19])[N:6]([C:9]2[CH:14]=[CH:13][CH:12]=[C:11]([C:15]([F:18])([F:17])[F:16])[CH:10]=2)[C:7]=1[CH3:8].[CH2:34]([Sn](CCCC)(CCCC)C=C)[CH2:35]CC, predict the reaction product. The product is: [CH3:8][C:7]1[N:6]([C:9]2[CH:14]=[CH:13][CH:12]=[C:11]([C:15]([F:17])([F:18])[F:16])[CH:10]=2)[C:5](=[O:19])[C:4]([C:20]([NH:22][CH2:23][C:24]2[CH:25]=[CH:26][C:27]([S:30]([CH3:33])(=[O:32])=[O:31])=[CH:28][CH:29]=2)=[O:21])=[CH:3][C:2]=1[CH:34]=[CH2:35]. (3) Given the reactants [CH2:1]([O:8][C:9]1[N:14]2[N:15]=[C:16]([CH3:23])[C:17]([C:18]([O:20]CC)=[O:19])=[C:13]2[CH:12]=[C:11]([CH3:24])[CH:10]=1)[C:2]1[CH:7]=[CH:6][CH:5]=[CH:4][CH:3]=1.[OH-].[Na+], predict the reaction product. The product is: [CH2:1]([O:8][C:9]1[N:14]2[N:15]=[C:16]([CH3:23])[C:17]([C:18]([OH:20])=[O:19])=[C:13]2[CH:12]=[C:11]([CH3:24])[CH:10]=1)[C:2]1[CH:7]=[CH:6][CH:5]=[CH:4][CH:3]=1. (4) The product is: [CH2:14]([N:4]([CH2:1][CH2:2][CH3:3])[C:5]([CH2:7][O:8][C:9]([CH2:10][CH2:11][NH:12][S:18]([C:21]1[CH:22]=[C:23]([CH:27]=[CH:28][CH:29]=1)[C:24]([OH:26])=[O:25])(=[O:20])=[O:19])=[O:13])=[O:6])[CH2:15][CH3:16]. Given the reactants [CH2:1]([N:4]([CH2:14][CH2:15][CH3:16])[C:5]([CH2:7][O:8][C:9](=[O:13])[CH2:10][CH2:11][NH2:12])=[O:6])[CH2:2][CH3:3].Cl[S:18]([C:21]1[CH:22]=[C:23]([CH:27]=[CH:28][CH:29]=1)[C:24]([OH:26])=[O:25])(=[O:20])=[O:19].O.Cl, predict the reaction product. (5) Given the reactants C(=O)([O-])[O-].[Cs+].[Cs+].[CH:7]1([NH:10][C:11](=[O:38])[C:12]2[CH:17]=[CH:16][C:15]([CH3:18])=[C:14]([N:19]3[CH:24]=[CH:23][NH:22][CH:21]([N:25]4[CH2:29][CH2:28][CH2:27][CH:26]4[C:30]4[CH:35]=[CH:34][CH:33]=[CH:32][C:31]=4[OH:36])[C:20]3=[O:37])[CH:13]=2)[CH2:9][CH2:8]1.Cl[CH2:40][CH2:41][N:42]([CH3:53])[C:43](=[O:52])[O:44][CH2:45][C:46]1[CH:51]=[CH:50][CH:49]=[CH:48][CH:47]=1.C(Cl)Cl, predict the reaction product. The product is: [CH:7]1([NH:10][C:11]([C:12]2[CH:17]=[CH:16][C:15]([CH3:18])=[C:14]([N:19]3[CH:24]=[CH:23][N:22]=[C:21]([N:25]4[CH2:29][CH2:28][CH2:27][CH:26]4[C:30]4[CH:35]=[CH:34][CH:33]=[CH:32][C:31]=4[O:36][CH2:40][CH2:41][N:42]([CH3:53])[C:43](=[O:52])[O:44][CH2:45][C:46]4[CH:51]=[CH:50][CH:49]=[CH:48][CH:47]=4)[C:20]3=[O:37])[CH:13]=2)=[O:38])[CH2:9][CH2:8]1.